From a dataset of Full USPTO retrosynthesis dataset with 1.9M reactions from patents (1976-2016). Predict the reactants needed to synthesize the given product. (1) Given the product [Br:8][C:4]1[C:3]2[N:9]([CH2:10][CH2:11][OH:12])[CH:14]=[N:1][C:2]=2[CH:7]=[CH:6][CH:5]=1, predict the reactants needed to synthesize it. The reactants are: [NH2:1][C:2]1[CH:7]=[CH:6][CH:5]=[C:4]([Br:8])[C:3]=1[NH:9][CH2:10][CH2:11][OH:12].Cl.[CH:14](O)=O. (2) The reactants are: [NH2:1][C:2]1[CH:7]=[CH:6][C:5]([N:8]2[CH2:13][CH2:12][N:11]([C:14](=[O:29])[CH2:15][NH:16][C:17]([C:19]3[CH:20]=[C:21]([O:25][C:26](=[O:28])[CH3:27])[CH:22]=[CH:23][CH:24]=3)=[O:18])[CH2:10][CH2:9]2)=[CH:4][CH:3]=1.[CH:30]1[C:39]2[C:34](=[CH:35][CH:36]=[CH:37][CH:38]=2)[CH:33]=[CH:32][C:31]=1[C:40](O)=[O:41].C1CN([P+](ON2N=NC3C=CC=CC2=3)(N2CCCC2)N2CCCC2)CC1.F[P-](F)(F)(F)(F)F.C(N(C(C)C)C(C)C)C. Given the product [CH:30]1[C:39]2[C:34](=[CH:35][CH:36]=[CH:37][CH:38]=2)[CH:33]=[CH:32][C:31]=1[C:40]([NH:1][C:2]1[CH:7]=[CH:6][C:5]([N:8]2[CH2:9][CH2:10][N:11]([C:14](=[O:29])[CH2:15][NH:16][C:17]([C:19]3[CH:20]=[C:21]([O:25][C:26](=[O:28])[CH3:27])[CH:22]=[CH:23][CH:24]=3)=[O:18])[CH2:12][CH2:13]2)=[CH:4][CH:3]=1)=[O:41], predict the reactants needed to synthesize it. (3) Given the product [N:24]1[CH:29]=[CH:28][CH:27]=[CH:26][C:25]=1[CH2:30][NH:1][C:2]1[CH:3]=[CH:4][CH:5]=[C:6]2[C:10]=1[C:9](=[O:11])[N:8]([CH2:12][CH2:13][C:14]1[CH:23]=[CH:22][C:21]3[C:16](=[CH:17][CH:18]=[CH:19][CH:20]=3)[N:15]=1)[CH2:7]2, predict the reactants needed to synthesize it. The reactants are: [NH2:1][C:2]1[CH:3]=[CH:4][CH:5]=[C:6]2[C:10]=1[C:9](=[O:11])[N:8]([CH2:12][CH2:13][C:14]1[CH:23]=[CH:22][C:21]3[C:16](=[CH:17][CH:18]=[CH:19][CH:20]=3)[N:15]=1)[CH2:7]2.[N:24]1[CH:29]=[CH:28][CH:27]=[CH:26][C:25]=1[CH:30]=O.C([BH3-])#N.[Na+].C([O-])(O)=O.[Na+]. (4) Given the product [CH3:21][O:20][C:17]1[CH:18]=[CH:19][C:14]([C:12]2[C:3]3[C:2](=[C:7]([C:8]([F:11])([F:10])[F:9])[CH:6]=[CH:5][CH:4]=3)[NH:24][N:23]=2)=[CH:15][CH:16]=1, predict the reactants needed to synthesize it. The reactants are: F[C:2]1[C:7]([C:8]([F:11])([F:10])[F:9])=[CH:6][CH:5]=[CH:4][C:3]=1[C:12]([C:14]1[CH:19]=[CH:18][C:17]([O:20][CH3:21])=[CH:16][CH:15]=1)=O.O.[NH2:23][NH2:24]. (5) Given the product [ClH:34].[ClH:34].[CH3:25][C:22]1[CH:23]=[CH:24][C:19]([C:14]2[C:13]([C:11]([NH:10][C:7]3[CH:8]=[CH:9][C:4]([NH:3][CH2:26][CH2:27][C:28]4[CH:33]=[CH:32][CH:31]=[CH:30][N:29]=4)=[CH:5][CH:6]=3)=[O:12])=[CH:18][CH:17]=[CH:16][CH:15]=2)=[CH:20][CH:21]=1, predict the reactants needed to synthesize it. The reactants are: C([N:3]([CH2:26][CH2:27][C:28]1[CH:33]=[CH:32][CH:31]=[CH:30][N:29]=1)[C:4]1[CH:9]=[CH:8][C:7]([NH:10][C:11]([C:13]2[C:14]([C:19]3[CH:24]=[CH:23][C:22]([CH3:25])=[CH:21][CH:20]=3)=[CH:15][CH:16]=[CH:17][CH:18]=2)=[O:12])=[CH:6][CH:5]=1)=O.[ClH:34]. (6) Given the product [F:26][CH:27]([F:38])[O:28][C:29]1[CH:30]=[CH:31][C:32]([NH:35][C:36]2[O:25][C:3]([C:4]([NH:6][C:7]3[CH:8]=[CH:9][C:10]([O:11][C@H:12]4[CH2:13][CH2:14][C@H:15]([C:18]([OH:20])=[O:19])[CH2:16][CH2:17]4)=[CH:23][CH:24]=3)=[O:5])=[N:1][N:2]=2)=[CH:33][CH:34]=1, predict the reactants needed to synthesize it. The reactants are: [NH:1]([C:3](=[O:25])[C:4]([NH:6][C:7]1[CH:24]=[CH:23][C:10]([O:11][C@H:12]2[CH2:17][CH2:16][C@H:15]([C:18]([O:20]CC)=[O:19])[CH2:14][CH2:13]2)=[CH:9][CH:8]=1)=[O:5])[NH2:2].[F:26][CH:27]([F:38])[O:28][C:29]1[CH:34]=[CH:33][C:32]([N:35]=[C:36]=S)=[CH:31][CH:30]=1.CCN=C=NCCCN(C)C.[OH-].[Na+].Cl. (7) Given the product [CH3:14][NH:15][C@H:8]([C:9]([OH:11])=[O:10])[CH2:7][C:1]1[CH:6]=[CH:5][CH:4]=[CH:3][CH:2]=1, predict the reactants needed to synthesize it. The reactants are: [C:1]1([CH2:7][C:8](=O)[C:9]([O-:11])=[O:10])[CH:6]=[CH:5][CH:4]=[CH:3][CH:2]=1.[Na+].[CH:14]1[N:15]=C(N)C2N=CN([C@@H]3O[C@H](COP(OP(OC[C@H]4O[C@@H](N5C=C(C(N)=O)CC=C5)[C@H](O)[C@@H]4O)(O)=O)(O)=O)[C@@H](O)[C@H]3OP(O)(O)=O)C=2N=1.O=C[C@@H]([C@H]([C@@H]([C@@H](CO)O)O)O)O.CN.S(=O)(=O)(O)O.[OH-].[Na+].